Task: Regression. Given two drug SMILES strings and cell line genomic features, predict the synergy score measuring deviation from expected non-interaction effect.. Dataset: NCI-60 drug combinations with 297,098 pairs across 59 cell lines (1) Drug 1: C1=CC(=CC=C1CCCC(=O)O)N(CCCl)CCCl. Drug 2: C(CN)CNCCSP(=O)(O)O. Cell line: SK-MEL-2. Synergy scores: CSS=5.77, Synergy_ZIP=-1.85, Synergy_Bliss=1.15, Synergy_Loewe=-2.97, Synergy_HSA=-1.47. (2) Drug 1: CC1=C(C=C(C=C1)NC2=NC=CC(=N2)N(C)C3=CC4=NN(C(=C4C=C3)C)C)S(=O)(=O)N.Cl. Drug 2: C1CCN(CC1)CCOC2=CC=C(C=C2)C(=O)C3=C(SC4=C3C=CC(=C4)O)C5=CC=C(C=C5)O. Cell line: SN12C. Synergy scores: CSS=6.09, Synergy_ZIP=-0.924, Synergy_Bliss=4.84, Synergy_Loewe=5.60, Synergy_HSA=5.36. (3) Drug 1: CN(C)C1=NC(=NC(=N1)N(C)C)N(C)C. Drug 2: C1=NC2=C(N=C(N=C2N1C3C(C(C(O3)CO)O)O)F)N. Cell line: RXF 393. Synergy scores: CSS=3.72, Synergy_ZIP=1.43, Synergy_Bliss=4.84, Synergy_Loewe=0.882, Synergy_HSA=1.58. (4) Drug 1: CCC1=C2CN3C(=CC4=C(C3=O)COC(=O)C4(CC)O)C2=NC5=C1C=C(C=C5)O. Synergy scores: CSS=50.5, Synergy_ZIP=0.0845, Synergy_Bliss=2.04, Synergy_Loewe=-0.913, Synergy_HSA=6.13. Drug 2: C1CN(CCN1C(=O)CCBr)C(=O)CCBr. Cell line: K-562. (5) Drug 1: CC1=C(C=C(C=C1)NC(=O)C2=CC=C(C=C2)CN3CCN(CC3)C)NC4=NC=CC(=N4)C5=CN=CC=C5. Drug 2: CCCCCOC(=O)NC1=NC(=O)N(C=C1F)C2C(C(C(O2)C)O)O. Cell line: T-47D. Synergy scores: CSS=-3.43, Synergy_ZIP=2.79, Synergy_Bliss=4.03, Synergy_Loewe=-2.56, Synergy_HSA=-3.23. (6) Drug 1: C1=NC2=C(N1)C(=S)N=C(N2)N. Drug 2: B(C(CC(C)C)NC(=O)C(CC1=CC=CC=C1)NC(=O)C2=NC=CN=C2)(O)O. Cell line: HL-60(TB). Synergy scores: CSS=63.8, Synergy_ZIP=10.3, Synergy_Bliss=9.89, Synergy_Loewe=13.7, Synergy_HSA=13.8. (7) Synergy scores: CSS=27.6, Synergy_ZIP=-1.70, Synergy_Bliss=2.45, Synergy_Loewe=2.50, Synergy_HSA=2.69. Cell line: IGROV1. Drug 1: C1=CC(=CC=C1CCCC(=O)O)N(CCCl)CCCl. Drug 2: CC(C1=C(C=CC(=C1Cl)F)Cl)OC2=C(N=CC(=C2)C3=CN(N=C3)C4CCNCC4)N. (8) Drug 1: C1CCC(C1)C(CC#N)N2C=C(C=N2)C3=C4C=CNC4=NC=N3. Drug 2: CN1C2=C(C=C(C=C2)N(CCCl)CCCl)N=C1CCCC(=O)O.Cl. Cell line: UACC-257. Synergy scores: CSS=-5.78, Synergy_ZIP=3.11, Synergy_Bliss=1.18, Synergy_Loewe=-1.21, Synergy_HSA=-2.88.